From a dataset of Full USPTO retrosynthesis dataset with 1.9M reactions from patents (1976-2016). Predict the reactants needed to synthesize the given product. (1) Given the product [Cl:1][C:2]1[CH:7]=[CH:6][C:5]2[S:8][C:9]([C:13]3[CH:18]=[CH:17][CH:16]=[CH:15][CH:14]=3)=[C:10]([CH3:12])[C:4]=2[CH:3]=1, predict the reactants needed to synthesize it. The reactants are: [Cl:1][C:2]1[CH:7]=[CH:6][C:5]([S:8][CH:9]([C:13]2[CH:18]=[CH:17][CH:16]=[CH:15][CH:14]=2)[C:10]([CH3:12])=O)=[CH:4][CH:3]=1.O=P12OP3(OP(OP(O3)(O1)=O)(=O)O2)=O. (2) Given the product [F:14][C:15]1[CH:34]=[C:33]([CH3:35])[C:32]([O:36][C:37]([O:39][CH3:40])=[O:38])=[CH:31][C:16]=1[NH:17][C:18]1[C:27]2[C:22](=[CH:23][C:24]([O:30][CH2:66][CH2:65][N:60]3[CH:64]=[CH:63][N:62]=[CH:61]3)=[C:25]([O:28][CH3:29])[CH:26]=2)[N:21]=[CH:20][N:19]=1, predict the reactants needed to synthesize it. The reactants are: N(C(OCC)=O)=NC(OCC)=O.Cl.[F:14][C:15]1[CH:34]=[C:33]([CH3:35])[C:32]([O:36][C:37]([O:39][CH3:40])=[O:38])=[CH:31][C:16]=1[NH:17][C:18]1[C:27]2[C:22](=[CH:23][C:24]([OH:30])=[C:25]([O:28][CH3:29])[CH:26]=2)[N:21]=[CH:20][N:19]=1.C1(P(C2C=CC=CC=2)C2C=CC=CC=2)C=CC=CC=1.[N:60]1([CH2:65][CH2:66]O)[CH:64]=[CH:63][N:62]=[CH:61]1.C(O)(=O)C.